This data is from Ames mutagenicity test results for genotoxicity prediction. The task is: Regression/Classification. Given a drug SMILES string, predict its toxicity properties. Task type varies by dataset: regression for continuous values (e.g., LD50, hERG inhibition percentage) or binary classification for toxic/non-toxic outcomes (e.g., AMES mutagenicity, cardiotoxicity, hepatotoxicity). Dataset: ames. (1) The drug is COP(=O)(OC)OC. The result is 1 (mutagenic). (2) The drug is COC1=CC2C3Cc4ccc(OC)c(O)c4C2(CCN3C)CC1=O. The result is 0 (non-mutagenic). (3) The drug is CCn1cc(C(=O)O)c(=O)c2ccc(C)nc21. The result is 0 (non-mutagenic). (4) The molecule is Cc1c2ccccc2c(C)c2ccccc12. The result is 1 (mutagenic). (5) The compound is CN(Cc1ccc(Br)cc1)N=O. The result is 1 (mutagenic). (6) The compound is Clc1ccncc1. The result is 0 (non-mutagenic). (7) The compound is N#CC(Cl)(Cl)Cl. The result is 1 (mutagenic). (8) The molecule is CC(=O)N(O)c1ccc([N+](=O)[O-])cc1. The result is 1 (mutagenic). (9) The molecule is C#CC1(O)CCC2C3CCC4=C(CCC(=O)C4)C3CCC21C. The result is 0 (non-mutagenic). (10) The drug is CC1Cc2c(Cl)cc(C(=O)NC(Cc3ccccc3)C(=O)O)c(O)c2C(=O)O1. The result is 0 (non-mutagenic).